Dataset: Catalyst prediction with 721,799 reactions and 888 catalyst types from USPTO. Task: Predict which catalyst facilitates the given reaction. (1) Reactant: [CH3:1][Si:2]([CH3:16])([CH3:15])[CH2:3][CH2:4][O:5][CH2:6][N:7]1[CH:11]=[CH:10][N:9]=[C:8]1[C:12](=[O:14])[CH3:13].CC(C)([O-])C.[K+].[N:23]1([CH2:28][C:29]2[CH:30]=[C:31]([CH:35]=[C:36]([CH2:38][N:39]3[CH:43]=[CH:42][CH:41]=[N:40]3)[CH:37]=2)[C:32](Cl)=[O:33])[CH:27]=[CH:26][CH:25]=[N:24]1. Product: [N:23]1([CH2:28][C:29]2[CH:30]=[C:31]([C:32](=[O:33])[CH2:13][C:12]([C:8]3[N:7]([CH2:6][O:5][CH2:4][CH2:3][Si:2]([CH3:15])([CH3:1])[CH3:16])[CH:11]=[CH:10][N:9]=3)=[O:14])[CH:35]=[C:36]([CH2:38][N:39]3[CH:43]=[CH:42][CH:41]=[N:40]3)[CH:37]=2)[CH:27]=[CH:26][CH:25]=[N:24]1. The catalyst class is: 1. (2) Reactant: [C@@H:1]12[CH2:7][C@@H:4]([CH2:5][CH2:6]1)[CH2:3][C@H:2]2[OH:8].[C:9](N1C=CN=C1)(N1C=CN=C1)=[O:10].[CH3:21][N:22]([CH2:29][C:30]1[CH:35]=[CH:34][C:33]([C:36]2[CH:41]=[CH:40][C:39]([S:42]([CH3:45])(=[O:44])=[O:43])=[CH:38][CH:37]=2)=[CH:32][N:31]=1)[CH:23]1[CH2:28][CH2:27][NH:26][CH2:25][CH2:24]1. Product: [CH3:21][N:22]([CH2:29][C:30]1[CH:35]=[CH:34][C:33]([C:36]2[CH:41]=[CH:40][C:39]([S:42]([CH3:45])(=[O:44])=[O:43])=[CH:38][CH:37]=2)=[CH:32][N:31]=1)[CH:23]1[CH2:28][CH2:27][N:26]([C:9]([O:8][C@@H:2]2[CH2:3][C@H:4]3[CH2:7][C@@H:1]2[CH2:6][CH2:5]3)=[O:10])[CH2:25][CH2:24]1. The catalyst class is: 2. (3) Reactant: [N:1]([C:4]([C:7]1[CH:8]=[CH:9][C:10]([CH3:29])=[C:11]([C:13]2[N:18]=[C:17]3[N:19]([CH3:28])[C:20](=[O:27])[N:21]([CH2:22][C:23]([CH3:26])([CH3:25])[CH3:24])[C:16]3=[CH:15][CH:14]=2)[CH:12]=1)([CH3:6])[CH3:5])=[N+]=[N-]. Product: [NH2:1][C:4]([C:7]1[CH:8]=[CH:9][C:10]([CH3:29])=[C:11]([C:13]2[N:18]=[C:17]3[N:19]([CH3:28])[C:20](=[O:27])[N:21]([CH2:22][C:23]([CH3:25])([CH3:24])[CH3:26])[C:16]3=[CH:15][CH:14]=2)[CH:12]=1)([CH3:6])[CH3:5]. The catalyst class is: 50. (4) Reactant: C([O:3][C:4]([C:6]1([C:9]2[CH:14]=[CH:13][C:12]([C:15]3[CH:20]=[CH:19][C:18]([C:21]4[S:22][C:23]([F:40])=[CH:24][C:25]=4[NH:26][C:27]([O:29][C@@H:30]([C:32]4[CH:37]=[CH:36][C:35]([F:38])=[CH:34][C:33]=4[F:39])[CH3:31])=[O:28])=[CH:17][CH:16]=3)=[CH:11][CH:10]=2)[CH2:8][CH2:7]1)=[O:5])C.[OH-].[Na+].Cl. Product: [F:39][C:33]1[CH:34]=[C:35]([F:38])[CH:36]=[CH:37][C:32]=1[C@H:30]([O:29][C:27]([NH:26][C:25]1[CH:24]=[C:23]([F:40])[S:22][C:21]=1[C:18]1[CH:19]=[CH:20][C:15]([C:12]2[CH:13]=[CH:14][C:9]([C:6]3([C:4]([OH:5])=[O:3])[CH2:7][CH2:8]3)=[CH:10][CH:11]=2)=[CH:16][CH:17]=1)=[O:28])[CH3:31]. The catalyst class is: 32. (5) Reactant: [N:1]([Si](C)(C)C)=[N+:2]=[N-:3].[CH3:8][CH:9]([CH2:12][CH2:13][CH3:14])[CH:10]=[O:11]. Product: [N:1]([C:10]([CH:9]([CH2:12][CH2:13][CH3:14])[CH3:8])=[O:11])=[N+:2]=[N-:3]. The catalyst class is: 4.